The task is: Predict the product of the given reaction.. This data is from Forward reaction prediction with 1.9M reactions from USPTO patents (1976-2016). (1) Given the reactants [NH2:1][C:2]1[N:3]([CH3:23])[C:4](=[O:22])[C:5]([C:14]2[CH:19]=[CH:18][C:17]([F:20])=[C:16](Br)[CH:15]=2)([C:7]2[CH:12]=[CH:11][N:10]=[C:9]([CH3:13])[CH:8]=2)[N:6]=1.[CH3:24][S:25]([O:28][C:29]1[CH:34]=[C:33](B2OC(C)(C)C(C)(C)O2)[CH:32]=[C:31]([Cl:44])[CH:30]=1)(=[O:27])=[O:26].C(=O)([O-])[O-].[K+].[K+].O, predict the reaction product. The product is: [ClH:44].[CH3:24][S:25]([O:28][C:29]1[CH:34]=[C:33]([C:16]2[CH:15]=[C:14]([C:5]3([C:7]4[CH:12]=[CH:11][N:10]=[C:9]([CH3:13])[CH:8]=4)[C:4](=[O:22])[N:3]([CH3:23])[C:2]([NH2:1])=[N:6]3)[CH:19]=[CH:18][C:17]=2[F:20])[CH:32]=[C:31]([Cl:44])[CH:30]=1)(=[O:26])=[O:27]. (2) Given the reactants [F:1][C:2]1[CH:9]=[CH:8][C:5]([C:6]#[N:7])=[C:4]([O:10][CH3:11])[CH:3]=1.[I:12]N1C(=O)CCC1=O.C(O)(C(F)(F)F)=O, predict the reaction product. The product is: [F:1][C:2]1[C:9]([I:12])=[CH:8][C:5]([C:6]#[N:7])=[C:4]([O:10][CH3:11])[CH:3]=1.